From a dataset of Reaction yield outcomes from USPTO patents with 853,638 reactions. Predict the reaction yield, written as a fraction of the theoretical maximum amount of product (1.0 means a 100% yield; for example, 0.34 means a 34% yield). (1) The reactants are [NH2:1][C:2]1[CH:14]=[C:13]([N:15]2[CH2:20][CH2:19][N:18]([CH3:21])[CH2:17][CH2:16]2)[CH:12]=[CH:11][C:3]=1[C:4]([O:6][C:7]([CH3:10])([CH3:9])[CH3:8])=[O:5].[CH3:22][N:23]1[CH2:28][CH2:27][CH2:26][CH2:25][C:24]1=O.FC(F)(F)C(O)=O.C(O[BH-](OC(=O)C)OC(=O)C)(=O)C.[Na+].C([O-])(O)=O.[Na+]. The catalyst is O1CCOCC1. The product is [CH3:21][N:18]1[CH2:19][CH2:20][N:15]([C:13]2[CH:12]=[CH:11][C:3]([C:4]([O:6][C:7]([CH3:10])([CH3:9])[CH3:8])=[O:5])=[C:2]([NH:1][CH:26]3[CH2:27][CH2:28][N:23]([CH3:22])[CH2:24][CH2:25]3)[CH:14]=2)[CH2:16][CH2:17]1. The yield is 0.510. (2) The product is [CH3:6][O:7][C:8]([C:10]1[N:11]([CH3:34])[C:12]([N:28]2[CH2:33][CH2:32][N:31]([S:2]([CH3:1])(=[O:4])=[O:3])[CH2:30][CH2:29]2)=[C:13]([C:22]2[CH:27]=[CH:26][N:25]=[CH:24][CH:23]=2)[C:14]=1[C:15]1[CH:20]=[CH:19][C:18]([F:21])=[CH:17][CH:16]=1)=[O:9]. The catalyst is C(Cl)Cl. The yield is 0.250. The reactants are [CH3:1][S:2](Cl)(=[O:4])=[O:3].[CH3:6][O:7][C:8]([C:10]1[N:11]([CH3:34])[C:12]([N:28]2[CH2:33][CH2:32][NH:31][CH2:30][CH2:29]2)=[C:13]([C:22]2[CH:27]=[CH:26][N:25]=[CH:24][CH:23]=2)[C:14]=1[C:15]1[CH:20]=[CH:19][C:18]([F:21])=[CH:17][CH:16]=1)=[O:9].C(N(CC)CC)C.O. (3) The reactants are [Cl:1][C:2]1[CH:3]=[CH:4][C:5]2[NH:6][CH:7]=[N:8][C:9](=O)[C:10]=2[N:11]=1.CCN(C(C)C)C(C)C.O=P(Cl)(Cl)[Cl:24]. No catalyst specified. The product is [Cl:24][C:9]1[C:10]2[N:11]=[C:2]([Cl:1])[CH:3]=[CH:4][C:5]=2[N:6]=[CH:7][N:8]=1. The yield is 0.730. (4) The reactants are [N:1]1[C:6]2[NH:7][CH:8]=[CH:9][C:5]=2[C:4](=O)[NH:3][CH:2]=1.P(Cl)(Cl)([Cl:13])=O. No catalyst specified. The product is [Cl:13][C:4]1[C:5]2[CH:9]=[CH:8][NH:7][C:6]=2[N:1]=[CH:2][N:3]=1. The yield is 0.700.